This data is from HIV replication inhibition screening data with 41,000+ compounds from the AIDS Antiviral Screen. The task is: Binary Classification. Given a drug SMILES string, predict its activity (active/inactive) in a high-throughput screening assay against a specified biological target. (1) The result is 0 (inactive). The compound is C(=NNC1=NCCN1)c1c2ccccc2c(C=NNC2=NCCN2)c2ccccc12. (2) The drug is COc1ccc(C(O)C[N+]([O-])=Cc2ncc([N+](=O)[O-])n2C)cc1. The result is 0 (inactive).